This data is from Catalyst prediction with 721,799 reactions and 888 catalyst types from USPTO. The task is: Predict which catalyst facilitates the given reaction. (1) Reactant: [C:1]([O:5][C:6]([C:8]1[C:17]2[C:12](=[C:13]([CH:18]=O)[CH:14]=[CH:15][CH:16]=2)[CH:11]=[CH:10][CH:9]=1)=[O:7])([CH3:4])([CH3:3])[CH3:2].[NH2:20][OH:21]. Product: [C:1]([O:5][C:6]([C:8]1[C:17]2[C:12](=[C:13]([CH:18]=[N:20][OH:21])[CH:14]=[CH:15][CH:16]=2)[CH:11]=[CH:10][CH:9]=1)=[O:7])([CH3:4])([CH3:3])[CH3:2]. The catalyst class is: 8. (2) Reactant: Cl[C:2]1[CH:7]=[CH:6][N:5]=[CH:4][C:3]=1[N+:8]([O-:10])=[O:9].[OH:11][CH:12]1[CH2:17][CH2:16][CH2:15][NH:14][CH2:13]1.C(N(CC)CC)C. Product: [N+:8]([C:3]1[CH:4]=[N:5][CH:6]=[CH:7][C:2]=1[N:14]1[CH2:15][CH2:16][CH2:17][CH:12]([OH:11])[CH2:13]1)([O-:10])=[O:9]. The catalyst class is: 3. (3) Reactant: [Cl:1][C:2]1[CH:7]=[CH:6][C:5]([C@H:8]2[C@H:13]([OH:14])[C@@H:12]([OH:15])[C@H:11]([OH:16])[C@@H:10]([CH2:17][OH:18])[O:9]2)=[CH:4][C:3]=1[CH2:19][C:20]1[CH:25]=[CH:24][C:23]([OH:26])=[CH:22][CH:21]=1.CC1C=CC(S(O[CH2:38][CH2:39][O:40][CH:41]2[CH2:43][CH2:42]2)(=O)=O)=CC=1.C([O-])([O-])=O.[Cs+].[Cs+].O. Product: [Cl:1][C:2]1[CH:7]=[CH:6][C:5]([C@H:8]2[C@H:13]([OH:14])[C@@H:12]([OH:15])[C@H:11]([OH:16])[C@@H:10]([CH2:17][OH:18])[O:9]2)=[CH:4][C:3]=1[CH2:19][C:20]1[CH:21]=[CH:22][C:23]([O:26][CH2:38][CH2:39][O:40][CH:41]2[CH2:43][CH2:42]2)=[CH:24][CH:25]=1. The catalyst class is: 3. (4) Reactant: [CH2:1]([O:5][C:6]1[C:15]2[C:10](=[CH:11][CH:12]=[C:13]([C:16]3[NH:20][N:19]=[N:18][N:17]=3)[CH:14]=2)[C:9](=[O:21])[N:8]([CH2:22][CH:23]([CH3:25])[CH3:24])[C:7]=1[CH2:26][NH:27]C(=O)OC(C)(C)C)[CH2:2][CH2:3][CH3:4].[ClH:35]. Product: [ClH:35].[NH2:27][CH2:26][C:7]1[N:8]([CH2:22][CH:23]([CH3:24])[CH3:25])[C:9](=[O:21])[C:10]2[C:15]([C:6]=1[O:5][CH2:1][CH2:2][CH2:3][CH3:4])=[CH:14][C:13]([C:16]1[NH:20][N:19]=[N:18][N:17]=1)=[CH:12][CH:11]=2. The catalyst class is: 13.